Dataset: Peptide-MHC class I binding affinity with 185,985 pairs from IEDB/IMGT. Task: Regression. Given a peptide amino acid sequence and an MHC pseudo amino acid sequence, predict their binding affinity value. This is MHC class I binding data. The peptide sequence is SARTNCLAV. The MHC is HLA-B27:05 with pseudo-sequence HLA-B27:05. The binding affinity (normalized) is 0.0847.